From a dataset of Full USPTO retrosynthesis dataset with 1.9M reactions from patents (1976-2016). Predict the reactants needed to synthesize the given product. (1) Given the product [CH2:15]([C:14]([C:19]1[CH:24]=[CH:23][C:22]([O:25][C:26](=[O:31])[C:27]([CH3:30])([CH3:28])[CH3:29])=[C:21]([CH3:32])[CH:20]=1)([C:11]1[CH:12]=[CH:13][C:8](/[C:6](/[CH3:7])=[CH:5]/[C:4]([CH2:35][CH3:36])([OH:3])[CH2:41][CH3:42])=[C:9]([CH3:33])[CH:10]=1)[CH2:17][CH3:18])[CH3:16], predict the reactants needed to synthesize it. The reactants are: C([O:3][C:4](=O)/[CH:5]=[C:6](/[C:8]1[CH:13]=[CH:12][C:11]([C:14]([C:19]2[CH:24]=[CH:23][C:22]([O:25][C:26](=[O:31])[C:27]([CH3:30])([CH3:29])[CH3:28])=[C:21]([CH3:32])[CH:20]=2)([CH2:17][CH3:18])[CH2:15][CH3:16])=[CH:10][C:9]=1[CH3:33])\[CH3:7])C.[CH3:35][CH2:36][Mg+].[Br-].[NH4+].[Cl-].[CH2:41]1COC[CH2:42]1. (2) Given the product [F:1][C:2]1[CH:10]=[C:9]2[C:5]([CH:6]=[CH:7][N:8]2[C@@H:18]([C:14]2[CH:15]=[CH:16][CH:17]=[C:12]([F:11])[CH:13]=2)[C@H:19]([OH:20])[CH2:21][OH:22])=[CH:4][CH:3]=1, predict the reactants needed to synthesize it. The reactants are: [F:1][C:2]1[CH:10]=[C:9]2[C:5]([CH:6]=[CH:7][NH:8]2)=[CH:4][CH:3]=1.[F:11][C:12]1[CH:13]=[C:14]([C@H:18]2[O:20][C@@H:19]2[CH2:21][OH:22])[CH:15]=[CH:16][CH:17]=1. (3) Given the product [OH:35][C:32]([CH:30]1[CH2:31][NH:8][CH2:9][C:10]2([CH2:15][CH2:14][N:13]([C:16]([C:18]3[CH:23]=[CH:22][C:21]([O:24][CH:25]([CH3:26])[CH3:27])=[C:20]([CH3:28])[CH:19]=3)=[O:17])[CH2:12][CH2:11]2)[O:29]1)([CH3:34])[CH3:33], predict the reactants needed to synthesize it. The reactants are: C([N:8]1[CH2:31][CH:30]([C:32]([OH:35])([CH3:34])[CH3:33])[O:29][C:10]2([CH2:15][CH2:14][N:13]([C:16]([C:18]3[CH:23]=[CH:22][C:21]([O:24][CH:25]([CH3:27])[CH3:26])=[C:20]([CH3:28])[CH:19]=3)=[O:17])[CH2:12][CH2:11]2)[CH2:9]1)C1C=CC=CC=1.C([O-])=O.[NH4+]. (4) Given the product [Br:1][C:2]1[CH:3]=[C:4]([O:11][CH3:12])[CH:5]=[C:6]2[C:10]=1[N:9]([C:14]1[C:19]3[N:20]=[N:21][N:22]([CH:23]([CH2:26][CH3:27])[CH2:24][CH3:25])[C:18]=3[CH:17]=[C:16]([CH3:28])[N:15]=1)[CH2:8][CH2:7]2, predict the reactants needed to synthesize it. The reactants are: [Br:1][C:2]1[CH:3]=[C:4]([O:11][CH3:12])[CH:5]=[C:6]2[C:10]=1[NH:9][CH2:8][CH2:7]2.Cl[C:14]1[C:19]2[N:20]=[N:21][N:22]([CH:23]([CH2:26][CH3:27])[CH2:24][CH3:25])[C:18]=2[CH:17]=[C:16]([CH3:28])[N:15]=1.C[Si]([N-][Si](C)(C)C)(C)C.[Na+].C(OCC)(=O)C. (5) Given the product [Cl:1][C:2]1[CH:3]=[C:4]([C:8]#[C:9][C:10]2[N:11]=[C:12]([CH3:15])[N:13]([C:17]3[N:18]=[N:19][C:20]([CH3:23])=[CH:21][CH:22]=3)[CH:14]=2)[CH:5]=[CH:6][CH:7]=1, predict the reactants needed to synthesize it. The reactants are: [Cl:1][C:2]1[CH:3]=[C:4]([C:8]#[C:9][C:10]2[N:11]=[C:12]([CH3:15])[NH:13][CH:14]=2)[CH:5]=[CH:6][CH:7]=1.Cl[C:17]1[N:18]=[N:19][C:20]([CH3:23])=[CH:21][CH:22]=1.